Predict which catalyst facilitates the given reaction. From a dataset of Catalyst prediction with 721,799 reactions and 888 catalyst types from USPTO. (1) Reactant: Br[C:2]1[CH:3]=[CH:4][C:5]([C:8](=[O:10])[CH3:9])=[N:6][CH:7]=1.CC1(C)C(C)(C)OB([C:19]2[CH:20]=[CH:21][C:22]([C:25]#[N:26])=[N:23][CH:24]=2)O1.C([O-])([O-])=O.[Na+].[Na+]. Product: [C:8]([C:5]1[N:6]=[CH:7][C:2]([C:19]2[CH:24]=[N:23][C:22]([C:25]#[N:26])=[CH:21][CH:20]=2)=[CH:3][CH:4]=1)(=[O:10])[CH3:9]. The catalyst class is: 335. (2) Reactant: Cl[C:2]1[C:3]2[S:10][C:9]([C:11]([NH2:13])=[O:12])=[CH:8][C:4]=2[N:5]=[CH:6][N:7]=1.[NH:14]1[CH2:19][CH2:18][CH2:17][CH2:16][CH2:15]1. Product: [N:14]1([C:2]2[C:3]3[S:10][C:9]([C:11]([NH2:13])=[O:12])=[CH:8][C:4]=3[N:5]=[CH:6][N:7]=2)[CH2:19][CH2:18][CH2:17][CH2:16][CH2:15]1. The catalyst class is: 23. (3) Reactant: [F:1][C:2]([F:31])([F:30])[C:3]1[CH:4]=[C:5]([C@H:13]([O:15][C@H:16]2[CH2:20][CH2:19][C@@H:18]([NH:21][CH3:22])[C@@H:17]2[C:23]2[CH:28]=[CH:27][C:26]([F:29])=[CH:25][CH:24]=2)[CH3:14])[CH:6]=[C:7]([C:9]([F:12])([F:11])[F:10])[CH:8]=1.Br[CH2:33][C:34]([O:36][C:37](C)(C)C)=[O:35].CCN(C(C)C)C(C)C. Product: [F:12][C:9]([F:10])([F:11])[C:7]1[CH:6]=[C:5]([C@H:13]([O:15][C@H:16]2[CH2:20][CH2:19][C@@H:18]([N:21]([CH2:33][C:34]([O:36][CH3:37])=[O:35])[CH3:22])[C@@H:17]2[C:23]2[CH:28]=[CH:27][C:26]([F:29])=[CH:25][CH:24]=2)[CH3:14])[CH:4]=[C:3]([C:2]([F:1])([F:30])[F:31])[CH:8]=1. The catalyst class is: 10. (4) The catalyst class is: 1. Product: [Cl:20][C:21]1[C:30]2[CH:29]=[C:28]([F:31])[C:27]([O:32][CH3:33])=[CH:26][C:25]=2[C:24]2[CH2:34][CH2:35][CH2:36][O:38][C:23]=2[N:22]=1. Reactant: C1C=CC(P(C2C=CC=CC=2)C2C=CC=CC=2)=CC=1.[Cl:20][C:21]1[C:30]2[C:25](=[CH:26][C:27]([O:32][CH3:33])=[C:28]([F:31])[CH:29]=2)[C:24]([CH2:34][CH2:35][CH2:36]O)=[C:23]([OH:38])[N:22]=1.CC(OC(/N=N/C(OC(C)C)=O)=O)C. (5) Reactant: Br[C:2]1[CH:3]=[C:4]([NH:10][C:11]2[CH:15]=[C:14]([CH3:16])[O:13][N:12]=2)[C:5](=[O:9])[N:6]([CH3:8])[CH:7]=1.[C:17]([O:20][CH2:21][C:22]1[C:23]([N:37]2[CH2:48][CH2:47][N:46]3[C:39](=[CH:40][C:41]4[CH2:42][C:43]([CH3:50])([CH3:49])[CH2:44][C:45]=43)[C:38]2=[O:51])=[N:24][CH:25]=[CH:26][C:27]=1B1OC(C)(C)C(C)(C)O1)(=[O:19])[CH3:18].[O-]P([O-])([O-])=O.[K+].[K+].[K+].C([O-])(=O)C.[Na+]. The catalyst class is: 712. Product: [C:17]([O:20][CH2:21][C:22]1[C:23]([N:37]2[CH2:48][CH2:47][N:46]3[C:39](=[CH:40][C:41]4[CH2:42][C:43]([CH3:50])([CH3:49])[CH2:44][C:45]=43)[C:38]2=[O:51])=[N:24][CH:25]=[CH:26][C:27]=1[C:2]1[CH:3]=[C:4]([NH:10][C:11]2[CH:15]=[C:14]([CH3:16])[O:13][N:12]=2)[C:5](=[O:9])[N:6]([CH3:8])[CH:7]=1)(=[O:19])[CH3:18]. (6) Reactant: [C:1]([C:4]1[CH:9]=[CH:8][CH:7]=[C:6]([C:10](=O)[CH3:11])[N:5]=1)(=O)[CH3:2].[NH2:13][C:14]1[C:23]2[CH2:22][CH2:21][CH2:20][CH2:19][C:18]=2[CH:17]=[CH:16][CH:15]=1. Product: [C:14]1([N:13]=[C:1]([C:4]2[CH:9]=[CH:8][CH:7]=[C:6]([C:10](=[N:13][C:14]3[C:23]4[CH2:22][CH2:21][CH2:20][CH2:19][C:18]=4[CH:17]=[CH:16][CH:15]=3)[CH3:11])[N:5]=2)[CH3:2])[C:23]2[CH2:22][CH2:21][CH2:20][CH2:19][C:18]=2[CH:17]=[CH:16][CH:15]=1. The catalyst class is: 130. (7) Reactant: Br[C:2]1[CH:3]=[CH:4][C:5]([CH3:8])=[N:6][CH:7]=1.CON(C)[C:12]([CH:14]1[CH2:19][CH2:18][N:17]([C:20]([O:22][C:23]([CH3:26])([CH3:25])[CH3:24])=[O:21])[CH2:16][CH2:15]1)=[O:13]. Product: [CH3:8][C:5]1[CH:4]=[CH:3][C:2]([C:12]([CH:14]2[CH2:19][CH2:18][N:17]([C:20]([O:22][C:23]([CH3:26])([CH3:25])[CH3:24])=[O:21])[CH2:16][CH2:15]2)=[O:13])=[CH:7][N:6]=1. The catalyst class is: 1.